Dataset: Full USPTO retrosynthesis dataset with 1.9M reactions from patents (1976-2016). Task: Predict the reactants needed to synthesize the given product. (1) Given the product [C:3]([O:7][C:8](=[O:16])[CH:9]=[C:33]([C:34]1[CH:39]=[CH:38][CH:37]=[C:36]([C:40]([F:41])([F:43])[F:42])[CH:35]=1)[CH2:32][CH2:31][N:30]([NH2:57])[C@H:27]1[CH2:28][CH2:29][C@@H:9]([C:8]([O:7][C:3]([CH3:4])([CH3:5])[CH3:6])=[O:16])[CH2:25][C@H:26]1[CH2:45][S:46]([C:49]1[CH:50]=[CH:51][CH:52]=[CH:53][CH:54]=1)(=[O:47])=[O:48])([CH3:6])([CH3:5])[CH3:4], predict the reactants needed to synthesize it. The reactants are: [H-].[Na+].[C:3]([O:7][C:8](=[O:16])[CH2:9]P(OC)(OC)=O)([CH3:6])([CH3:5])[CH3:4].C(OC(=O)N[C@@H]1[CH2:29][CH2:28][C@H:27]([NH:30][CH2:31][CH2:32][C:33](=O)[C:34]2[CH:39]=[CH:38][CH:37]=[C:36]([C:40]([F:43])([F:42])[F:41])[CH:35]=2)[C@H:26]([CH2:45][S:46]([C:49]2[CH:54]=[CH:53][CH:52]=[CH:51][CH:50]=2)(=[O:48])=[O:47])[CH2:25]1)(C)(C)C.[Cl-].[NH4+:57]. (2) Given the product [N:24]([CH2:21][C@@H:20]([C:12]1[CH:11]=[CH:10][C:9]([O:8][CH2:1][C:2]2[CH:7]=[CH:6][CH:5]=[CH:4][CH:3]=2)=[C:18]2[C:13]=1[CH:14]=[CH:15][C:16](=[O:19])[NH:17]2)[OH:23])=[N+:25]=[N-:26], predict the reactants needed to synthesize it. The reactants are: [CH2:1]([O:8][C:9]1[CH:10]=[CH:11][C:12]([C@@H:20]([OH:23])[CH2:21]Br)=[C:13]2[C:18]=1[NH:17][C:16](=[O:19])[CH:15]=[CH:14]2)[C:2]1[CH:7]=[CH:6][CH:5]=[CH:4][CH:3]=1.[N-:24]=[N+:25]=[N-:26].[Na+]. (3) The reactants are: [Br-:1].[Br-].C1(P(C2C=CC=CC=2)C2C=CC=CC=2)C=CC=CC=1.[O:22]1[C:26]2[CH:27]=[CH:28][CH:29]=[CH:30][C:25]=2[C:24]([CH2:31][CH2:32]O)=[CH:23]1.[Br-]. Given the product [Br:1][CH2:32][CH2:31][C:24]1[C:25]2[CH:30]=[CH:29][CH:28]=[CH:27][C:26]=2[O:22][CH:23]=1, predict the reactants needed to synthesize it.